From a dataset of Reaction yield outcomes from USPTO patents with 853,638 reactions. Predict the reaction yield, written as a fraction of the theoretical maximum amount of product (1.0 means a 100% yield; for example, 0.34 means a 34% yield). (1) The reactants are [Br:1][C:2]1[C:7](=[O:8])[N:6]([C:9]2[CH:10]=[C:11]([CH:15]=[CH:16][C:17]=2[CH3:18])[C:12]([OH:14])=O)[C:5]([CH3:19])=[N:4][C:3]=1[O:20][CH2:21][C:22]1[CH:27]=[CH:26][C:25]([F:28])=[CH:24][C:23]=1[F:29].[CH2:30]([O:34]C(Cl)=O)C(C)C.C[N:39]1CC[O:42][CH2:41][CH2:40]1. The catalyst is CN(C)C=O.ClCCl. The product is [Br:1][C:2]1[C:7](=[O:8])[N:6]([C:9]2[CH:10]=[C:11]([CH:15]=[CH:16][C:17]=2[CH3:18])[C:12]([NH:39][CH2:40][C@H:41]([OH:42])[CH2:30][OH:34])=[O:14])[C:5]([CH3:19])=[N:4][C:3]=1[O:20][CH2:21][C:22]1[CH:27]=[CH:26][C:25]([F:28])=[CH:24][C:23]=1[F:29]. The yield is 0.430. (2) The reactants are [CH3:1][S:2][C:3]1[C:4]([C:8]2[CH:9]=[N:10][CH:11]=[CH:12][CH:13]=2)=[N:5][NH:6][CH:7]=1.[C:14]([CH2:16]CSSCCC#N)#[N:15].IC1C(C2C=NC=CC=2)=NNC=1. The catalyst is C(OCC)(=O)C. The product is [N:10]1[CH:11]=[CH:12][CH:13]=[C:8]([C:4]2[C:3]([S:2][CH2:1][CH2:16][C:14]#[N:15])=[CH:7][NH:6][N:5]=2)[CH:9]=1. The yield is 0.620. (3) The reactants are [CH:1]1([C:7]([CH:9]([C:13]2[CH:18]=[CH:17][CH:16]=[CH:15][CH:14]=2)[CH2:10][CH:11]=O)=[O:8])[CH2:6][CH2:5][CH2:4][CH2:3][CH2:2]1.[CH2:19]([O:21][C:22]1[CH:27]=[CH:26][CH:25]=[CH:24][C:23]=1[N:28]1[CH2:33][CH2:32][NH:31][CH2:30][CH2:29]1)[CH3:20].[Na]. No catalyst specified. The product is [CH2:19]([O:21][C:22]1[CH:27]=[CH:26][CH:25]=[CH:24][C:23]=1[N:28]1[CH2:29][CH2:30][N:31]([CH2:11][CH2:10][CH:9]([C:7]([CH:1]2[CH2:6][CH2:5][CH2:4][CH2:3][CH2:2]2)=[O:8])[C:13]2[CH:18]=[CH:17][CH:16]=[CH:15][CH:14]=2)[CH2:32][CH2:33]1)[CH3:20]. The yield is 0.520. (4) The reactants are [CH3:1][O:2][C:3]1[CH:12]=[CH:11][C:10]([S:13](=[O:16])(=[O:15])[NH2:14])=[CH:9][C:4]=1[C:5]([O:7]C)=[O:6].[OH-].[Na+].Cl. The catalyst is CO. The product is [CH3:1][O:2][C:3]1[CH:12]=[CH:11][C:10]([S:13](=[O:16])(=[O:15])[NH2:14])=[CH:9][C:4]=1[C:5]([OH:7])=[O:6]. The yield is 0.983. (5) The reactants are Cl[C:2]1[CH:3]=[C:4]2[C:9](=[CH:10][N:11]=1)[N:8]=[C:7]([C:12]1([OH:17])[CH2:16][CH2:15][CH2:14][CH2:13]1)[CH:6]=[CH:5]2.[CH:18]1([C:21]([NH2:23])=[O:22])[CH2:20][CH2:19]1.C(=O)([O-])[O-].[Cs+].[Cs+]. The catalyst is O1CCOCC1.C(OCC)(=O)C. The product is [OH:17][C:12]1([C:7]2[CH:6]=[CH:5][C:4]3[C:9](=[CH:10][N:11]=[C:2]([NH:23][C:21]([CH:18]4[CH2:20][CH2:19]4)=[O:22])[CH:3]=3)[N:8]=2)[CH2:16][CH2:15][CH2:14][CH2:13]1. The yield is 0.450. (6) The catalyst is CN(C)C=O. The product is [CH3:30][O:29][C:6]1[CH:7]=[C:8]2[C:13](=[CH:14][C:5]=1[O:4][CH2:3][CH2:2][N:37]1[CH2:42][CH2:41][CH2:40][CH2:39][CH2:38]1)[N:12]=[CH:11][CH:10]=[C:9]2[O:15][C:16]1[C:17]([C:26](=[O:28])[CH3:27])=[N:18][C:19]2[C:24]([CH:25]=1)=[CH:23][CH:22]=[CH:21][CH:20]=2. The yield is 0.530. The reactants are Cl[CH2:2][CH2:3][O:4][C:5]1[CH:14]=[C:13]2[C:8]([C:9]([O:15][C:16]3[C:17]([C:26](=[O:28])[CH3:27])=[N:18][C:19]4[C:24]([CH:25]=3)=[CH:23][CH:22]=[CH:21][CH:20]=4)=[CH:10][CH:11]=[N:12]2)=[CH:7][C:6]=1[O:29][CH3:30].C(=O)([O-])[O-].[K+].[K+].[NH:37]1[CH2:42][CH2:41][CH2:40][CH2:39][CH2:38]1. (7) The reactants are [OH:1][C:2]1[C:3]([CH:11]2[C:19]3[C:14](=[N:15][CH:16]=[CH:17][CH:18]=3)[N:13]([CH2:20][CH2:21][CH2:22][CH2:23][CH3:24])[C:12]2=[O:25])=[CH:4][C:5]2[O:9][CH2:8][O:7][C:6]=2[CH:10]=1.C(N(CC)CC)C.Cl[Si](C)(C)C.[CH2:38]=[O:39].FC(F)(F)S([O-])(=O)=O.[Yb+3].FC(F)(F)S([O-])(=O)=O.FC(F)(F)S([O-])(=O)=O. The catalyst is ClCCl. The product is [OH:1][C:2]1[C:3]([C:11]2([CH2:38][OH:39])[C:19]3[C:14](=[N:15][CH:16]=[CH:17][CH:18]=3)[N:13]([CH2:20][CH2:21][CH2:22][CH2:23][CH3:24])[C:12]2=[O:25])=[CH:4][C:5]2[O:9][CH2:8][O:7][C:6]=2[CH:10]=1. The yield is 0.980.